Dataset: Full USPTO retrosynthesis dataset with 1.9M reactions from patents (1976-2016). Task: Predict the reactants needed to synthesize the given product. (1) Given the product [C:1]([O:5][C:6]([N:8]1[CH2:12][C@H:11]([F:13])[C@@H:10]([O:14][CH3:15])[C@H:9]1[C:16](=[O:18])[NH:48][C:47]1[CH:49]=[CH:50][CH:51]=[C:52]([O:53][C:54]([F:55])([F:56])[F:57])[C:46]=1[F:45])=[O:7])([CH3:2])([CH3:3])[CH3:4], predict the reactants needed to synthesize it. The reactants are: [C:1]([O:5][C:6]([N:8]1[CH2:12][C@H:11]([F:13])[C@@H:10]([O:14][CH3:15])[C@H:9]1[C:16]([OH:18])=O)=[O:7])([CH3:4])([CH3:3])[CH3:2].C(OC(N1C[C@@H](OC)[C@H](F)[C@H]1C(O)=O)=O)(C)(C)C.ClC(N(C)C)=C(C)C.[F:45][C:46]1[C:52]([O:53][C:54]([F:57])([F:56])[F:55])=[CH:51][CH:50]=[CH:49][C:47]=1[NH2:48].CCN(C(C)C)C(C)C. (2) Given the product [F:36][C:37]1[CH:38]=[CH:39][C:40]([CH:43]([C:45]2[CH:50]=[CH:49][C:48]([F:51])=[CH:47][CH:46]=2)[N:2]2[CH2:7][CH2:6][CH:5]([CH2:8][CH2:9][CH2:10][CH2:11][OH:12])[CH2:4][CH2:3]2)=[CH:41][CH:42]=1, predict the reactants needed to synthesize it. The reactants are: Cl.[NH:2]1[CH2:7][CH2:6][CH:5]([CH2:8][CH2:9][CH2:10][CH2:11][OH:12])[CH2:4][CH2:3]1.S(C1C=CC(C)=CC=1)([O-])(=O)=O.[NH+]1C=CC=CC=1.C(=O)([O-])[O-].[K+].[K+].[F:36][C:37]1[CH:42]=[CH:41][C:40]([CH:43]([C:45]2[CH:50]=[CH:49][C:48]([F:51])=[CH:47][CH:46]=2)Cl)=[CH:39][CH:38]=1.[I-].[K+]. (3) Given the product [CH3:1][C:2]1[C:18]([CH3:19])=[CH:17][C:5]2[N:6]([CH:9]([CH2:15][CH3:16])[C:10]([OH:12])=[O:11])[CH:7]=[N:8][C:4]=2[CH:3]=1, predict the reactants needed to synthesize it. The reactants are: [CH3:1][C:2]1[C:18]([CH3:19])=[CH:17][C:5]2[N:6]([CH:9]([CH2:15][CH3:16])[C:10]([O:12]CC)=[O:11])[CH:7]=[N:8][C:4]=2[CH:3]=1.CC(C)C(N1C=CC(C(F)(F)F)=N1)C(OCC)=O.